Dataset: HIV replication inhibition screening data with 41,000+ compounds from the AIDS Antiviral Screen. Task: Binary Classification. Given a drug SMILES string, predict its activity (active/inactive) in a high-throughput screening assay against a specified biological target. The result is 0 (inactive). The drug is COc1ccc(C(C#N)=C(N)SCc2ccccc2Cl)cc1.